This data is from Full USPTO retrosynthesis dataset with 1.9M reactions from patents (1976-2016). The task is: Predict the reactants needed to synthesize the given product. (1) Given the product [CH2:1]([O:3][C:4]([C:6]1[C:7]([CH:16]([CH3:18])[CH3:17])=[N:8][C:9]([Cl:21])=[CH:10][C:11]=1[CH:12]([CH3:14])[CH3:13])=[O:5])[CH3:2], predict the reactants needed to synthesize it. The reactants are: [CH2:1]([O:3][C:4]([C:6]1[C:11]([CH:12]([CH3:14])[CH3:13])=[CH:10][C:9](=O)[NH:8][C:7]=1[CH:16]([CH3:18])[CH3:17])=[O:5])[CH3:2].O=P(Cl)(Cl)[Cl:21]. (2) Given the product [CH3:3][CH:2]([C:4]1[S:8][CH:7]=[C:6]([CH2:9][N:10]([C:12]([NH:14][C@H:15]([C:24]([NH:26][C@@H:27]([CH2:48][C:49]2[CH:54]=[CH:53][CH:52]=[CH:51][CH:50]=2)[CH2:28][CH2:29][C@@H:30]([NH:38][C:39]([O:41][CH2:42][C:43]2[S:47][CH:46]=[N:45][CH:44]=2)=[O:40])[CH2:31][C:32]2[CH:33]=[CH:34][CH:35]=[CH:36][CH:37]=2)=[O:25])[CH2:16][CH2:17][N:18]2[CH2:23][CH2:22][O:21][CH2:20][CH2:19]2)=[O:13])[CH3:11])[N:5]=1)[CH3:1].[CH3:55][S:56]([O-:59])(=[O:58])=[O:57], predict the reactants needed to synthesize it. The reactants are: [CH3:1][CH:2]([C:4]1[S:8][CH:7]=[C:6]([CH2:9][N:10]([C:12]([NH:14][C@H:15]([C:24]([NH:26][C@@H:27]([CH2:48][C:49]2[CH:50]=[CH:51][CH:52]=[CH:53][CH:54]=2)[CH2:28][CH2:29][C@@H:30]([NH:38][C:39]([O:41][CH2:42][C:43]2[S:47][CH:46]=[N:45][CH:44]=2)=[O:40])[CH2:31][C:32]2[CH:33]=[CH:34][CH:35]=[CH:36][CH:37]=2)=[O:25])[CH2:16][CH2:17][N:18]2[CH2:23][CH2:22][O:21][CH2:20][CH2:19]2)=[O:13])[CH3:11])[N:5]=1)[CH3:3].[CH3:55][S:56]([OH:59])(=[O:58])=[O:57]. (3) The reactants are: [CH3:1][O:2][C:3]1[CH:40]=[CH:39][C:6]([CH2:7][N:8]([CH2:30][C:31]2[CH:36]=[CH:35][C:34]([O:37][CH3:38])=[CH:33][CH:32]=2)[C:9]2[N:14]=[CH:13][C:12]([C:15]3[C:16]4[CH2:29][CH2:28][NH:27][C:17]=4[N:18]=[C:19]([N:21]4[CH2:26][CH2:25][O:24][CH2:23][CH2:22]4)[N:20]=3)=[CH:11][N:10]=2)=[CH:5][CH:4]=1.[C:41]([O:45][C:46](=[O:58])[N:47]([C:55](=[O:57])[CH3:56])[C:48]1[CH:53]=[CH:52][C:51](Br)=[CH:50][CH:49]=1)([CH3:44])([CH3:43])[CH3:42].BrC1C=CC(NC(=O)C)=CC=1.C(=O)(OC(C)(C)C)OC(C)(C)C.COC(=O)C1C=CC(Br)=CC=1. Given the product [C:41]([O:45][C:46](=[O:58])[N:47]([C:55](=[O:57])[CH3:56])[C:48]1[CH:49]=[CH:50][C:51]([N:27]2[C:17]3[N:18]=[C:19]([N:21]4[CH2:26][CH2:25][O:24][CH2:23][CH2:22]4)[N:20]=[C:15]([C:12]4[CH:11]=[N:10][C:9]([N:8]([CH2:7][C:6]5[CH:5]=[CH:4][C:3]([O:2][CH3:1])=[CH:40][CH:39]=5)[CH2:30][C:31]5[CH:32]=[CH:33][C:34]([O:37][CH3:38])=[CH:35][CH:36]=5)=[N:14][CH:13]=4)[C:16]=3[CH2:29][CH2:28]2)=[CH:52][CH:53]=1)([CH3:44])([CH3:42])[CH3:43], predict the reactants needed to synthesize it. (4) Given the product [Cl:10][C:9]1[N:8]([CH3:11])[N:7]=[C:6]([C:12]([F:15])([F:14])[F:13])[C:5]=1[C:3](=[O:4])[CH2:2][C:16]#[N:17], predict the reactants needed to synthesize it. The reactants are: Br[CH2:2][C:3]([C:5]1[C:6]([C:12]([F:15])([F:14])[F:13])=[N:7][N:8]([CH3:11])[C:9]=1[Cl:10])=[O:4].[C-:16]#[N:17].[Na+].Cl. (5) Given the product [Cl:26][C:5]1[CH:6]=[C:7]([C:8]([NH:10][C@H:11]([C:13]2[CH:25]=[CH:24][C:16]([C:17]([O:19][C:20]([CH3:23])([CH3:22])[CH3:21])=[O:18])=[CH:15][CH:14]=2)[CH3:12])=[O:9])[C:2]([O:34][C:30]2[CH:31]=[CH:32][CH:33]=[C:28]([F:27])[CH:29]=2)=[N:3][CH:4]=1, predict the reactants needed to synthesize it. The reactants are: Cl[C:2]1[C:7]([C:8]([NH:10][C@H:11]([C:13]2[CH:25]=[CH:24][C:16]([C:17]([O:19][C:20]([CH3:23])([CH3:22])[CH3:21])=[O:18])=[CH:15][CH:14]=2)[CH3:12])=[O:9])=[CH:6][C:5]([Cl:26])=[CH:4][N:3]=1.[F:27][C:28]1[CH:29]=[C:30]([OH:34])[CH:31]=[CH:32][CH:33]=1. (6) Given the product [F:20][C:21]1[CH:22]=[C:23]2[C:27](=[CH:28][C:29]=1[NH:30][CH2:31][C:32]1[CH:37]=[CH:36][C:35]([F:38])=[CH:34][CH:33]=1)[NH:26][C:25](=[O:39])[C:24]2=[CH:18][C:9]1[NH:10][C:11]2[CH2:16][CH2:15][NH:14][C:13](=[O:17])[C:12]=2[C:8]=1[C:5]1[CH:6]=[CH:7][C:2]([F:1])=[CH:3][CH:4]=1, predict the reactants needed to synthesize it. The reactants are: [F:1][C:2]1[CH:7]=[CH:6][C:5]([C:8]2[C:12]3[C:13](=[O:17])[NH:14][CH2:15][CH2:16][C:11]=3[NH:10][C:9]=2[CH:18]=O)=[CH:4][CH:3]=1.[F:20][C:21]1[CH:22]=[C:23]2[C:27](=[CH:28][C:29]=1[NH:30][CH2:31][C:32]1[CH:37]=[CH:36][C:35]([F:38])=[CH:34][CH:33]=1)[NH:26][C:25](=[O:39])[CH2:24]2. (7) Given the product [Br:16][C:17]1[CH:18]=[CH:19][C:20]([C:23]2[CH:27]=[C:26]([CH3:28])[N:25]([C:2]3[C:3](=[O:15])[N:4]([CH:9]4[CH2:14][CH2:13][CH2:12][CH2:11][O:10]4)[N:5]=[CH:6][C:7]=3[N:25]3[C:26]([CH3:28])=[CH:27][C:23]([C:20]4[CH:21]=[CH:22][C:17]([Br:16])=[CH:18][CH:19]=4)=[N:24]3)[N:24]=2)=[CH:21][CH:22]=1, predict the reactants needed to synthesize it. The reactants are: Cl[C:2]1[C:3](=[O:15])[N:4]([CH:9]2[CH2:14][CH2:13][CH2:12][CH2:11][O:10]2)[N:5]=[CH:6][C:7]=1Cl.[Br:16][C:17]1[CH:22]=[CH:21][C:20]([C:23]2[CH:27]=[C:26]([CH3:28])[NH:25][N:24]=2)=[CH:19][CH:18]=1.C(=O)([O-])[O-].[K+].[K+].